Predict the product of the given reaction. From a dataset of Forward reaction prediction with 1.9M reactions from USPTO patents (1976-2016). Given the reactants [S:1]1[CH:5]=[CH:4][CH:3]=[CH:2]1.[Br:6][CH2:7][CH2:8][CH2:9][CH2:10][CH2:11][C:12](Cl)=[O:13], predict the reaction product. The product is: [Br:6][CH2:7][CH2:8][CH2:9][CH2:10][CH2:11][C:12]([C:2]1[S:1][CH:5]=[CH:4][CH:3]=1)=[O:13].